This data is from Reaction yield outcomes from USPTO patents with 853,638 reactions. The task is: Predict the reaction yield, written as a fraction of the theoretical maximum amount of product (1.0 means a 100% yield; for example, 0.34 means a 34% yield). The reactants are Br[C:2]1[CH:3]=[N:4][CH:5]=[C:6]([O:8][CH2:9][C@H:10]2[CH2:14][CH2:13][CH2:12][N:11]2[C:15]([O:17][C:18]([CH3:21])([CH3:20])[CH3:19])=[O:16])[CH:7]=1.[F:22][C:23]1[CH:38]=[CH:37][C:26]([CH2:27][O:28][CH2:29][CH2:30][CH:31]2[CH2:36][CH2:35][NH:34][CH2:33][CH2:32]2)=[CH:25][CH:24]=1.CC(C)([O-])C.[Na+]. The catalyst is C1(C)C=CC=CC=1.C1C=CC(/C=C/C(/C=C/C2C=CC=CC=2)=O)=CC=1.C1C=CC(/C=C/C(/C=C/C2C=CC=CC=2)=O)=CC=1.C1C=CC(/C=C/C(/C=C/C2C=CC=CC=2)=O)=CC=1.[Pd].[Pd].C1(P(C2C=CC=CC=2)C2C3OC4C(=CC=CC=4P(C4C=CC=CC=4)C4C=CC=CC=4)C(C)(C)C=3C=CC=2)C=CC=CC=1. The product is [C:18]([O:17][C:15]([N:11]1[CH2:12][CH2:13][CH2:14][C@H:10]1[CH2:9][O:8][C:6]1[CH:5]=[N:4][CH:3]=[C:2]([N:34]2[CH2:35][CH2:36][CH:31]([CH2:30][CH2:29][O:28][CH2:27][C:26]3[CH:37]=[CH:38][C:23]([F:22])=[CH:24][CH:25]=3)[CH2:32][CH2:33]2)[CH:7]=1)=[O:16])([CH3:21])([CH3:20])[CH3:19]. The yield is 0.800.